This data is from Catalyst prediction with 721,799 reactions and 888 catalyst types from USPTO. The task is: Predict which catalyst facilitates the given reaction. Reactant: Cl.[CH3:2][C:3]1([C:6]([NH2:8])=[NH:7])[CH2:5][CH2:4]1.[Cl:9][C:10](Cl)(Cl)[S:11]Cl.[OH-].[Na+].Cl. Product: [Cl:9][C:10]1[S:11][N:8]=[C:6]([C:3]2([CH3:2])[CH2:5][CH2:4]2)[N:7]=1. The catalyst class is: 4.